The task is: Predict the reaction yield, written as a fraction of the theoretical maximum amount of product (1.0 means a 100% yield; for example, 0.34 means a 34% yield).. This data is from Reaction yield outcomes from USPTO patents with 853,638 reactions. (1) The reactants are Br[C:2]1[CH:3]=[C:4]([CH2:8][O:9][SiH:10]([CH3:12])[CH3:11])[CH:5]=[CH:6][CH:7]=1.C[C:14]([CH3:17])([CH3:16])[CH3:15].[Li]CCCC.[B:23](OCCCC)([O:29]CCCC)[O:24]CCCC.OP(O)(O)=O. The catalyst is C1COCC1. The product is [CH3:15][C:14]([Si:10]([CH3:12])([CH3:11])[O:9][CH2:8][C:4]1[CH:3]=[C:2]([B:23]([OH:29])[OH:24])[CH:7]=[CH:6][CH:5]=1)([CH3:17])[CH3:16]. The yield is 0.745. (2) The reactants are S(=O)(=O)(O)O.[N+:6]([O-:9])([OH:8])=[O:7].C(O)C(O)C[O:13][CH2:14][CH:15]([OH:18])[CH2:16][OH:17]. The catalyst is C(Cl)Cl. The product is [N+:6]([O-:9])([OH:8])=[O:7].[N+:6]([O-:9])([OH:8])=[O:7].[N+:6]([O-:9])([OH:8])=[O:7].[N+:6]([O-:9])([OH:8])=[O:7].[OH:13][CH2:14][CH:15]([CH2:16][OH:17])[OH:18].[OH:13][CH2:14][CH:15]([CH2:16][OH:17])[OH:18]. The yield is 0.960.